From a dataset of Forward reaction prediction with 1.9M reactions from USPTO patents (1976-2016). Predict the product of the given reaction. (1) Given the reactants C([O-])([O-])=O.[K+].[K+].[Cl:7][C:8]1[CH:9]=[CH:10][C:11]([OH:17])=[C:12]([CH:16]=1)[C:13]([OH:15])=[O:14].Cl[CH2:19][C:20]([CH3:22])=[CH2:21], predict the reaction product. The product is: [Cl:7][C:8]1[CH:9]=[CH:10][C:11]([O:17][CH2:13][C:12]([CH3:16])=[CH2:11])=[C:12]([CH:16]=1)[C:13]([O:15][CH2:19][C:20]([CH3:22])=[CH2:21])=[O:14]. (2) The product is: [C:16]([O:20][C:21]([N:23]1[CH2:28][CH2:27][CH:26]([CH:29]([C:7]2[C:2]([Br:1])=[N:3][CH:4]=[CH:5][CH:6]=2)[OH:30])[CH2:25][CH2:24]1)=[O:22])([CH3:19])([CH3:18])[CH3:17]. Given the reactants [Br:1][C:2]1[CH:7]=[CH:6][CH:5]=[CH:4][N:3]=1.[Li+].CC([N-]C(C)C)C.[C:16]([O:20][C:21]([N:23]1[CH2:28][CH2:27][CH:26]([CH:29]=[O:30])[CH2:25][CH2:24]1)=[O:22])([CH3:19])([CH3:18])[CH3:17], predict the reaction product. (3) Given the reactants [S:1]1[CH:5]=[CH:4][N:3]=[C:2]1[C:6]1[CH:15]=[CH:14][C:9]([C:10]([O:12]C)=[O:11])=[CH:8][CH:7]=1.[OH-].[Li+], predict the reaction product. The product is: [S:1]1[CH:5]=[CH:4][N:3]=[C:2]1[C:6]1[CH:7]=[CH:8][C:9]([C:10]([OH:12])=[O:11])=[CH:14][CH:15]=1.